Predict the reactants needed to synthesize the given product. From a dataset of Full USPTO retrosynthesis dataset with 1.9M reactions from patents (1976-2016). (1) Given the product [Br:10][C:8]1[CH:9]=[C:4]2[C:5](=[CH:6][CH:7]=1)[O:11][C:14]([CH3:15])([CH3:13])[CH2:2][C:1]2=[O:3], predict the reactants needed to synthesize it. The reactants are: [C:1]([C:4]1[CH:9]=[C:8]([Br:10])[CH:7]=[CH:6][C:5]=1[OH:11])(=[O:3])[CH3:2].N1CC[CH2:15][CH2:14][CH2:13]1.FC(F)(F)C(O)=O. (2) The reactants are: I[C:2]1[C:10]2[C:5](=[CH:6][C:7]([CH:11]=[O:12])=[CH:8][CH:9]=2)[NH:4][N:3]=1.[Cu](C#N)[C:14]#[N:15].O. Given the product [CH:11]([C:7]1[CH:6]=[C:5]2[C:10]([C:2]([C:14]#[N:15])=[N:3][NH:4]2)=[CH:9][CH:8]=1)=[O:12], predict the reactants needed to synthesize it. (3) The reactants are: [Si]([O:8][CH2:9][CH2:10][C:11]1([CH2:40][NH:41]C(=O)OC(C)(C)C)[CH2:16][CH2:15][N:14]([C:17]2[C:18]3[O:39][CH:38]=[CH:37][C:19]=3[N:20]=[C:21]([NH:23][C:24]3[CH:36]=[CH:35][C:27]4[O:28][C:29]([CH3:34])([CH3:33])[C:30](=[O:32])[NH:31][C:26]=4[CH:25]=3)[N:22]=2)[CH2:13][CH2:12]1)(C(C)(C)C)(C)C.ICCO.CC([Si](Cl)(C)C)(C)C.C(N1CCC(C#N)CC1)C1C=CC=CC=1.C([Si](OCCI)(C)C)(C)(C)C.CC(OC(OC(OC(C)(C)C)=O)=O)(C)C.ClC1N=C(Cl)C2OC=CC=2N=1.NC1C=CC2OC(C)(C)C(=O)NC=2C=1.Cl. Given the product [NH2:41][CH2:40][C:11]1([CH2:10][CH2:9][OH:8])[CH2:16][CH2:15][N:14]([C:17]2[C:18]3[O:39][CH:38]=[CH:37][C:19]=3[N:20]=[C:21]([NH:23][C:24]3[CH:36]=[CH:35][C:27]4[O:28][C:29]([CH3:34])([CH3:33])[C:30](=[O:32])[NH:31][C:26]=4[CH:25]=3)[N:22]=2)[CH2:13][CH2:12]1, predict the reactants needed to synthesize it. (4) Given the product [CH3:38][O:37][C:2]1[CH:3]=[C:4]([CH3:18])[C:5]([CH2:6][C:7]2[O:50][C:49]([C:26]([O:27][CH3:23])=[O:51])=[CH:9][CH:8]=2)=[C:15]([CH3:17])[CH:16]=1.[CH3:38][O:37][C:20]1[CH:34]=[C:33]([CH3:35])[CH:32]=[C:31]([CH3:36])[C:21]=1[CH2:22][C:23]1[O:50][C:49]([C:10]([O:11][CH3:7])=[O:51])=[CH:25][CH:24]=1, predict the reactants needed to synthesize it. The reactants are: O[C:2]1[CH:16]=[C:15]([CH3:17])[C:5]([CH2:6][C:7]2[O:11][C:10](C(O)=O)=[CH:9][CH:8]=2)=[C:4]([CH3:18])[CH:3]=1.O[C:20]1[CH:34]=[C:33]([CH3:35])[CH:32]=[C:31]([CH3:36])[C:21]=1[CH2:22][C:23]1[O:27][C:26](C(O)=O)=[CH:25][CH:24]=1.[OH2:37].[C:38]1(C)C=CC(S(O)(=O)=O)=CC=1.[CH3:49][OH:50].[OH2:51]. (5) Given the product [NH2:1][C:4]1[CH:5]=[N:6][C:7]2[C:12]([C:13]=1[OH:14])=[CH:11][CH:10]=[CH:9][CH:8]=2, predict the reactants needed to synthesize it. The reactants are: [N+:1]([C:4]1[CH:5]=[N:6][C:7]2[C:12]([C:13]=1[OH:14])=[CH:11][CH:10]=[CH:9][CH:8]=2)([O-])=O.